Dataset: Forward reaction prediction with 1.9M reactions from USPTO patents (1976-2016). Task: Predict the product of the given reaction. The product is: [C:1]([O:5][C:6](=[O:15])[NH:7][C@H:8]1[CH2:9][CH2:10][C@H:11]([O:14][C:25]2[N:24]=[N:23][C:22]([CH2:18][CH2:19][CH2:20][CH3:21])=[C:27]([C:28]3[CH:29]=[CH:30][C:31]([O:34][CH:35]4[CH2:40][CH2:39][CH2:38][CH2:37][CH2:36]4)=[CH:32][CH:33]=3)[CH:26]=2)[CH2:12][CH2:13]1)([CH3:4])([CH3:2])[CH3:3]. Given the reactants [C:1]([O:5][C:6](=[O:15])[NH:7][C@H:8]1[CH2:13][CH2:12][C@H:11]([OH:14])[CH2:10][CH2:9]1)([CH3:4])([CH3:3])[CH3:2].[H-].[Na+].[CH2:18]([C:22]1[N:23]=[N:24][C:25](Cl)=[CH:26][C:27]=1[C:28]1[CH:33]=[CH:32][C:31]([O:34][CH:35]2[CH2:40][CH2:39][CH2:38][CH2:37][CH2:36]2)=[CH:30][CH:29]=1)[CH2:19][CH2:20][CH3:21], predict the reaction product.